This data is from Catalyst prediction with 721,799 reactions and 888 catalyst types from USPTO. The task is: Predict which catalyst facilitates the given reaction. (1) The catalyst class is: 5. Reactant: [CH:1]([NH2:14])([C:8]1[CH:13]=[CH:12][CH:11]=[CH:10][CH:9]=1)[C:2]1[CH:7]=[CH:6][CH:5]=[CH:4][CH:3]=1.[CH2:15]([CH:17]1[O:19][CH2:18]1)Cl. Product: [CH:1]([N:14]1[CH2:18][CH:17]([OH:19])[CH2:15]1)([C:8]1[CH:9]=[CH:10][CH:11]=[CH:12][CH:13]=1)[C:2]1[CH:7]=[CH:6][CH:5]=[CH:4][CH:3]=1. (2) Reactant: O[C:2]1[C:11]2[C:6](=[CH:7][C:8]([C:12]3[CH:13]=[C:14]([CH:20]=[CH:21][C:22]=3[CH3:23])[C:15]([O:17][CH2:18][CH3:19])=[O:16])=[CH:9][CH:10]=2)[CH:5]=[N:4][N:3]=1.P(Cl)(Cl)([Cl:26])=O. Product: [Cl:26][C:2]1[C:11]2[C:6](=[CH:7][C:8]([C:12]3[CH:13]=[C:14]([CH:20]=[CH:21][C:22]=3[CH3:23])[C:15]([O:17][CH2:18][CH3:19])=[O:16])=[CH:9][CH:10]=2)[CH:5]=[N:4][N:3]=1. The catalyst class is: 10. (3) Reactant: FC1C=CC(NC(C2(C(N)=O)CC2)=O)=CC=1.[F:17][C:18]1[CH:23]=[CH:22][C:21]([NH:24][C:25]([C:27]2([C:30]([NH:32][C:33]3[CH:38]=[CH:37][C:36]([O:39][C:40]4[C:49]5[C:44](=[CH:45][C:46]([O:51][CH3:52])=[C:47]([OH:50])[CH:48]=5)[N:43]=[CH:42][CH:41]=4)=[C:35]([F:53])[CH:34]=3)=[O:31])[CH2:29][CH2:28]2)=[O:26])=[CH:20][CH:19]=1.O[CH2:55][CH2:56][CH2:57][N:58]([CH2:61][CH3:62])[CH2:59][CH3:60].C1(P(C2C=CC=CC=2)C2C=CC=CC=2)C=CC=CC=1.CC(OC(/N=N/C(OC(C)C)=O)=O)C. Product: [CH2:59]([N:58]([CH2:61][CH3:62])[CH2:57][CH2:56][CH2:55][O:50][C:47]1[CH:48]=[C:49]2[C:44](=[CH:45][C:46]=1[O:51][CH3:52])[N:43]=[CH:42][CH:41]=[C:40]2[O:39][C:36]1[CH:37]=[CH:38][C:33]([NH:32][C:30]([C:27]2([C:25]([NH:24][C:21]3[CH:22]=[CH:23][C:18]([F:17])=[CH:19][CH:20]=3)=[O:26])[CH2:28][CH2:29]2)=[O:31])=[CH:34][C:35]=1[F:53])[CH3:60]. The catalyst class is: 2. (4) Reactant: CC(COC1N(C(OCC(C)C)=O)C2C(=CC=CC=2)C=C1)C.[NH2:23][CH2:24][CH2:25][CH2:26][C@@H:27]([NH:30][C:31](=[O:53])[CH2:32][C@H:33]([O:45][CH2:46][C:47]1[CH:52]=[CH:51][CH:50]=[CH:49][CH:48]=1)[CH2:34][CH2:35][CH2:36][CH2:37][CH2:38][CH2:39][CH2:40][CH2:41][CH2:42][CH2:43][CH3:44])[CH2:28][OH:29].[CH2:54]([O:61][C:62]([NH:64][CH2:65][CH2:66][CH2:67][CH2:68][CH2:69][C:70](O)=[O:71])=[O:63])[C:55]1[CH:60]=[CH:59][CH:58]=[CH:57][CH:56]=1. Product: [CH2:54]([O:61][C:62]([NH:64][CH2:65][CH2:66][CH2:67][CH2:68][CH2:69][C:70]([NH:23][CH2:24][CH2:25][CH2:26][C@@H:27]([NH:30][C:31](=[O:53])[CH2:32][C@H:33]([O:45][CH2:46][C:47]1[CH:52]=[CH:51][CH:50]=[CH:49][CH:48]=1)[CH2:34][CH2:35][CH2:36][CH2:37][CH2:38][CH2:39][CH2:40][CH2:41][CH2:42][CH2:43][CH3:44])[CH2:28][OH:29])=[O:71])=[O:63])[C:55]1[CH:60]=[CH:59][CH:58]=[CH:57][CH:56]=1. The catalyst class is: 2.